Dataset: Full USPTO retrosynthesis dataset with 1.9M reactions from patents (1976-2016). Task: Predict the reactants needed to synthesize the given product. (1) Given the product [Br:18][C:19]1[C:20]([N:5]2[CH2:6][CH2:7][C:2]([CH3:8])([CH3:1])[CH2:3][CH2:4]2)=[C:21]([C:27](=[O:33])[C:28]([O:30][CH2:31][CH3:32])=[O:29])[C:22]([CH3:26])=[N:23][C:24]=1[CH3:25], predict the reactants needed to synthesize it. The reactants are: [CH3:1][C:2]1([CH3:8])[CH2:7][CH2:6][NH:5][CH2:4][CH2:3]1.CCN(C(C)C)C(C)C.[Br:18][C:19]1[C:20](Cl)=[C:21]([C:27](=[O:33])[C:28]([O:30][CH2:31][CH3:32])=[O:29])[C:22]([CH3:26])=[N:23][C:24]=1[CH3:25]. (2) Given the product [C:34]([O:38][C:39](=[O:49])[NH:40][C:41]1[CH:46]=[CH:45][C:44]([CH2:47][O:22][C:20]2[CH:19]=[C:18]([O:23][C:24]3[CH:29]=[CH:28][C:27]([C:30]#[N:31])=[CH:26][CH:25]=3)[CH:17]=[C:16]([C:15](=[O:32])[NH:14][CH:11]3[CH2:12][CH2:13][CH:8]([NH:7][C:6]([O:5][C:1]([CH3:4])([CH3:2])[CH3:3])=[O:33])[CH2:9][CH2:10]3)[CH:21]=2)=[CH:43][N:42]=1)([CH3:37])([CH3:36])[CH3:35], predict the reactants needed to synthesize it. The reactants are: [C:1]([O:5][C:6](=[O:33])[NH:7][CH:8]1[CH2:13][CH2:12][CH:11]([NH:14][C:15](=[O:32])[C:16]2[CH:21]=[C:20]([OH:22])[CH:19]=[C:18]([O:23][C:24]3[CH:29]=[CH:28][C:27]([C:30]#[N:31])=[CH:26][CH:25]=3)[CH:17]=2)[CH2:10][CH2:9]1)([CH3:4])([CH3:3])[CH3:2].[C:34]([O:38][C:39](=[O:49])[NH:40][C:41]1[CH:46]=[CH:45][C:44]([CH2:47]Br)=[CH:43][N:42]=1)([CH3:37])([CH3:36])[CH3:35]. (3) Given the product [F:29][C:30]1[C:35]([C:2]2[C:3](=[O:28])[NH:4][C:5](=[O:27])[N:6]([CH2:8][CH2:9][CH2:10][N:11]3[CH2:16][C@H:15]4[C@:13]([C:17]5[CH:22]=[CH:21][C:20]([C:23]([F:26])([F:25])[F:24])=[CH:19][CH:18]=5)([CH2:14]4)[CH2:12]3)[N:7]=2)=[CH:34][CH:33]=[CH:32][N:31]=1, predict the reactants needed to synthesize it. The reactants are: Br[C:2]1[C:3](=[O:28])[NH:4][C:5](=[O:27])[N:6]([CH2:8][CH2:9][CH2:10][N:11]2[CH2:16][C@H:15]3[C@:13]([C:17]4[CH:22]=[CH:21][C:20]([C:23]([F:26])([F:25])[F:24])=[CH:19][CH:18]=4)([CH2:14]3)[CH2:12]2)[N:7]=1.[F:29][C:30]1[C:35](B(O)O)=[CH:34][CH:33]=[CH:32][N:31]=1.C(=O)([O-])[O-].[Na+].[Na+].C1(C2C=CC=CC=2)C=CC=CC=1P(C1CCCCC1)C1CCCCC1. (4) Given the product [F:24][C:25]1[CH:30]=[CH:29][C:28]([C:9]2[C:7]3[N:8]=[C:3]([S:2][CH3:1])[N:4]=[CH:5][C:6]=3[S:11][C:10]=2[C:12]([O:14][CH3:15])=[O:13])=[CH:27][CH:26]=1, predict the reactants needed to synthesize it. The reactants are: [CH3:1][S:2][C:3]1[N:4]=[CH:5][C:6]2[S:11][C:10]([C:12]([O:14][CH3:15])=[O:13])=[C:9](OS(C(F)(F)F)(=O)=O)[C:7]=2[N:8]=1.[F:24][C:25]1[CH:30]=[CH:29][C:28](B(O)O)=[CH:27][CH:26]=1.CC(N=P(N1CCCC1)(N1CCCC1)N1CCCC1)(C)C.ClCCl. (5) The reactants are: C([O:3][C:4](=O)[C:5]([N:8]1[CH2:11][C:10]([C:13]2[N:14]([CH3:39])[C:15]3[C:20]([N:21]=2)=[C:19]([N:22]2[CH2:27][CH2:26][O:25][CH2:24][CH2:23]2)[N:18]=[C:17]([N:28]2[C:32]4[CH:33]=[CH:34][CH:35]=[CH:36][C:31]=4[N:30]=[C:29]2[CH2:37][CH3:38])[N:16]=3)([F:12])[CH2:9]1)([CH3:7])[CH3:6])C.[BH4-].[Na+]. Given the product [CH2:37]([C:29]1[N:28]([C:17]2[N:16]=[C:15]3[C:20]([N:21]=[C:13]([C:10]4([F:12])[CH2:9][N:8]([C:5]([CH3:7])([CH3:6])[CH2:4][OH:3])[CH2:11]4)[N:14]3[CH3:39])=[C:19]([N:22]3[CH2:27][CH2:26][O:25][CH2:24][CH2:23]3)[N:18]=2)[C:32]2[CH:33]=[CH:34][CH:35]=[CH:36][C:31]=2[N:30]=1)[CH3:38], predict the reactants needed to synthesize it. (6) Given the product [CH3:1][O:2][CH2:3][CH2:4][CH2:5][CH2:6][C:7]1[CH:12]=[C:11]([CH2:13][O:14][C@H:15]2[CH2:20][N:19]([S:21]([C:24]3[CH:25]=[CH:26][C:27]([CH3:30])=[CH:28][CH:29]=3)(=[O:23])=[O:22])[C@H:18]([CH2:31][C:32]([CH3:37])([CH3:36])[C:33]([NH:46][CH2:45][CH:42]3[CH2:43][CH2:44][O:39][CH2:40][CH2:41]3)=[O:35])[CH2:17][CH2:16]2)[CH:10]=[C:9]([CH3:38])[N:8]=1, predict the reactants needed to synthesize it. The reactants are: [CH3:1][O:2][CH2:3][CH2:4][CH2:5][CH2:6][C:7]1[CH:12]=[C:11]([CH2:13][O:14][C@H:15]2[CH2:20][N:19]([S:21]([C:24]3[CH:29]=[CH:28][C:27]([CH3:30])=[CH:26][CH:25]=3)(=[O:23])=[O:22])[C@H:18]([CH2:31][C:32]([CH3:37])([CH3:36])[C:33]([OH:35])=O)[CH2:17][CH2:16]2)[CH:10]=[C:9]([CH3:38])[N:8]=1.[O:39]1[CH2:44][CH2:43][CH:42]([CH2:45][NH2:46])[CH2:41][CH2:40]1.